Task: Predict the reaction yield, written as a fraction of the theoretical maximum amount of product (1.0 means a 100% yield; for example, 0.34 means a 34% yield).. Dataset: Reaction yield outcomes from USPTO patents with 853,638 reactions The reactants are Cl[C:2]1[N:7]=[C:6]([N:8]2[CH:13]([CH3:14])[CH2:12][O:11][CH2:10][CH:9]2[CH3:15])[N:5]=[C:4]([C:16]2[CH:21]=[CH:20][C:19]([NH:22][C:23]([NH:25][CH3:26])=[O:24])=[CH:18][CH:17]=2)[N:3]=1.CC1(C)C(C)(C)OB([C:35]2[CH:41]=[CH:40][C:38]([NH2:39])=[CH:37][CH:36]=2)O1. No catalyst specified. The product is [NH2:39][C:38]1[CH:40]=[CH:41][C:35]([C:2]2[N:7]=[C:6]([N:8]3[CH:13]([CH3:14])[CH2:12][O:11][CH2:10][CH:9]3[CH3:15])[N:5]=[C:4]([C:16]3[CH:21]=[CH:20][C:19]([NH:22][C:23]([NH:25][CH3:26])=[O:24])=[CH:18][CH:17]=3)[N:3]=2)=[CH:36][CH:37]=1. The yield is 0.860.